Dataset: Forward reaction prediction with 1.9M reactions from USPTO patents (1976-2016). Task: Predict the product of the given reaction. Given the reactants Br[C:2]1[CH:7]=[CH:6][C:5]([CH:8]2[CH2:12][CH2:11][N:10]([C:13]([O:15][C:16]([CH3:19])([CH3:18])[CH3:17])=[O:14])[CH2:9]2)=[CH:4][CH:3]=1.[CH3:20][C:21]1([CH3:35])[CH2:26][O:25][B:24]([B:24]2[O:25][CH2:26][C:21]([CH3:35])([CH3:20])[CH2:22][O:23]2)[O:23][CH2:22]1.CC([O-])=O.[K+], predict the reaction product. The product is: [CH3:20][C:21]1([CH3:35])[CH2:26][O:25][B:24]([C:2]2[CH:7]=[CH:6][C:5]([CH:8]3[CH2:12][CH2:11][N:10]([C:13]([O:15][C:16]([CH3:19])([CH3:18])[CH3:17])=[O:14])[CH2:9]3)=[CH:4][CH:3]=2)[O:23][CH2:22]1.